From a dataset of Forward reaction prediction with 1.9M reactions from USPTO patents (1976-2016). Predict the product of the given reaction. (1) Given the reactants [CH2:1]([C@@H:8]1[NH:13][CH2:12][CH2:11][N:10]([C:14]2[CH:19]=[CH:18][C:17]([O:20][CH3:21])=[C:16]([O:22][CH:23]3[CH2:26][CH2:25][CH2:24]3)[CH:15]=2)[CH2:9]1)[C:2]1[CH:7]=[CH:6][CH:5]=[CH:4][CH:3]=1.C[O:28][C:29](=O)[CH2:30][C:31]1[CH:32]=[N:33][NH:34][CH:35]=1, predict the reaction product. The product is: [CH2:1]([C@H:8]1[CH2:9][N:10]([C:14]2[CH:19]=[CH:18][C:17]([O:20][CH3:21])=[C:16]([O:22][CH:23]3[CH2:26][CH2:25][CH2:24]3)[CH:15]=2)[CH2:11][CH2:12][N:13]1[C:29](=[O:28])[CH2:30][C:31]1[CH:32]=[N:33][NH:34][CH:35]=1)[C:2]1[CH:3]=[CH:4][CH:5]=[CH:6][CH:7]=1. (2) Given the reactants [C:1]1([NH2:8])[CH:6]=[CH:5][CH:4]=[C:3]([NH2:7])[CH:2]=1.[CH3:9][O:10][CH2:11][CH2:12]Cl.C(=O)([O-])[O-].[Na+].[Na+], predict the reaction product. The product is: [CH3:9][O:10][CH2:11][CH2:12][NH:7][C:3]1[CH:4]=[CH:5][CH:6]=[C:1]([NH2:8])[CH:2]=1. (3) Given the reactants [F:1][C:2]([F:16])([F:15])[C:3]1[CH:4]=[C:5]([N:9]2[CH:13]=[CH:12][C:11]([NH2:14])=[N:10]2)[CH:6]=[CH:7][CH:8]=1.N1C=CC=CC=1.[Cl:23][C:24]1[CH:25]=[CH:26][C:27]([N+:33]([O-:35])=[O:34])=[C:28]([CH:32]=1)[C:29](Cl)=[O:30], predict the reaction product. The product is: [Cl:23][C:24]1[CH:25]=[CH:26][C:27]([N+:33]([O-:35])=[O:34])=[C:28]([CH:32]=1)[C:29]([NH:14][C:11]1[CH:12]=[CH:13][N:9]([C:5]2[CH:6]=[CH:7][CH:8]=[C:3]([C:2]([F:1])([F:15])[F:16])[CH:4]=2)[N:10]=1)=[O:30]. (4) The product is: [F:7][C:8]1[CH:9]=[CH:10][C:11]([CH2:14][CH2:15][CH2:16][CH2:17][CH2:18][OH:19])=[CH:12][CH:13]=1. Given the reactants [H-].[H-].[H-].[H-].[Li+].[Al+3].[F:7][C:8]1[CH:13]=[CH:12][C:11]([CH2:14][CH2:15][CH2:16][CH2:17][C:18](O)=[O:19])=[CH:10][CH:9]=1.[OH-].[K+].N#[N+][O-], predict the reaction product.